Dataset: Forward reaction prediction with 1.9M reactions from USPTO patents (1976-2016). Task: Predict the product of the given reaction. (1) The product is: [Cl:14][C:15]1[CH:16]=[CH:17][C:18]([C:21]2[CH:26]=[CH:25][C:24]([C:27]([NH:1][CH2:2][CH2:3][C:4]3[CH:13]=[CH:12][C:7]([C:8]([O:10][CH3:11])=[O:9])=[CH:6][N:5]=3)=[O:28])=[CH:23][CH:22]=2)=[CH:19][CH:20]=1. Given the reactants [NH2:1][CH2:2][CH2:3][C:4]1[CH:13]=[CH:12][C:7]([C:8]([O:10][CH3:11])=[O:9])=[CH:6][N:5]=1.[Cl:14][C:15]1[CH:20]=[CH:19][C:18]([C:21]2[CH:26]=[CH:25][C:24]([C:27](O)=[O:28])=[CH:23][CH:22]=2)=[CH:17][CH:16]=1, predict the reaction product. (2) Given the reactants CC(OC(/N=N/C(OC(C)C)=O)=O)C.[NH2:15][C:16]1[C:25]([N+:26]([O-:28])=[O:27])=[C:24]2[C:19]([C:20]([CH3:32])([CH3:31])[C:21](=[O:30])[NH:22][C:23]2=[O:29])=[CH:18][CH:17]=1.[C:33]([O:37][C:38](=[O:56])[N:39]([CH2:52][CH2:53][CH2:54]O)[CH2:40][CH2:41][C:42]1[CH:47]=[CH:46][C:45]([O:48][CH3:49])=[C:44]([O:50][CH3:51])[CH:43]=1)([CH3:36])([CH3:35])[CH3:34].C1C=CC(P(C2C=CC=CC=2)C2C=CC=CC=2)=CC=1, predict the reaction product. The product is: [C:33]([O:37][C:38](=[O:56])[N:39]([CH2:52][CH2:53][CH2:54][N:22]1[C:21](=[O:30])[C:20]([CH3:32])([CH3:31])[C:19]2[C:24](=[C:25]([N+:26]([O-:28])=[O:27])[C:16]([NH2:15])=[CH:17][CH:18]=2)[C:23]1=[O:29])[CH2:40][CH2:41][C:42]1[CH:47]=[CH:46][C:45]([O:48][CH3:49])=[C:44]([O:50][CH3:51])[CH:43]=1)([CH3:35])([CH3:34])[CH3:36]. (3) Given the reactants C([O:3][C:4](=[O:30])[CH2:5][C:6]1[N:14]2[C:9]([CH:10]=[C:11]([C:15]#[N:16])[CH:12]=[CH:13]2)=[C:8]([S:17][C:18]2[CH:23]=[CH:22][C:21]([S:24]([CH2:27][CH3:28])(=[O:26])=[O:25])=[CH:20][CH:19]=2)[C:7]=1[CH3:29])C.O1CCCC1.[OH-].[Li+].Cl, predict the reaction product. The product is: [C:15]([C:11]1[CH:12]=[CH:13][N:14]2[C:9]([CH:10]=1)=[C:8]([S:17][C:18]1[CH:19]=[CH:20][C:21]([S:24]([CH2:27][CH3:28])(=[O:26])=[O:25])=[CH:22][CH:23]=1)[C:7]([CH3:29])=[C:6]2[CH2:5][C:4]([OH:30])=[O:3])#[N:16]. (4) Given the reactants C[Si](C)(C)[C:3]1[CH:7]=[C:6]([C:8]([O:10][CH2:11][CH3:12])=[O:9])[NH:5][N:4]=1.C(OCC=[N+]=[N-])(=O)C.C([C:25]1[CH:30]=[CH:29][CH:28]=[CH:27][N:26]=1)#C, predict the reaction product. The product is: [N:26]1[CH:27]=[CH:28][CH:29]=[C:30]([C:3]2[CH:7]=[C:6]([C:8]([O:10][CH2:11][CH3:12])=[O:9])[NH:5][N:4]=2)[CH:25]=1. (5) The product is: [Cl:8][C:5]1[N:6]=[CH:7][C:2]([C:19]2[C:13]([CH3:12])=[C:14]([CH:16]=[CH:17][CH:18]=2)[NH2:15])=[C:3]2[CH:11]=[CH:10][NH:9][C:4]=12. Given the reactants Br[C:2]1[CH:7]=[N:6][C:5]([Cl:8])=[C:4]2[NH:9][CH:10]=[CH:11][C:3]=12.[CH3:12][C:13]1[C:19](B2OC(C)(C)C(C)(C)O2)=[CH:18][CH:17]=[CH:16][C:14]=1[NH2:15].C(=O)([O-])[O-].[Na+].[Na+], predict the reaction product. (6) The product is: [CH3:15][N:1]1[C:5]2=[N:6][CH:7]=[C:8]([C:10]#[N:11])[CH:9]=[C:4]2[CH:3]=[CH:2]1. Given the reactants [NH:1]1[C:5]2=[N:6][CH:7]=[C:8]([C:10]#[N:11])[CH:9]=[C:4]2[CH:3]=[CH:2]1.[H-].[Na+].I[CH3:15].O, predict the reaction product.